Dataset: Reaction yield outcomes from USPTO patents with 853,638 reactions. Task: Predict the reaction yield, written as a fraction of the theoretical maximum amount of product (1.0 means a 100% yield; for example, 0.34 means a 34% yield). (1) The reactants are [C:1]([O:5][CH2:6][C:7]1[CH:12]=[CH:11][C:10]([Cl:13])=[C:9]([Cl:14])[CH:8]=1)(=[O:4])[CH:2]=[CH2:3].[S:15]1[CH:19]=[CH:18][N:17]=[C:16]1[CH:20]=[O:21].C1N2CCN(CC2)C1. No catalyst specified. The product is [OH:21][CH:20]([C:16]1[S:15][CH:19]=[CH:18][N:17]=1)[C:2](=[CH2:3])[C:1]([O:5][CH2:6][C:7]1[CH:12]=[CH:11][C:10]([Cl:13])=[C:9]([Cl:14])[CH:8]=1)=[O:4]. The yield is 0.420. (2) The reactants are [Br:1][C:2]1[CH:3]=[C:4]([CH:19]=[C:20]([Cl:22])[CH:21]=1)[O:5][NH:6][C:7]([NH:9][C:10]([C:13]1[CH:18]=[CH:17][CH:16]=[CH:15][CH:14]=1)([CH3:12])[CH3:11])=[O:8].C(=O)([O-])[O-].[K+].[K+].I[CH2:30][CH3:31].C(OCC)(=O)C. The catalyst is CN(C)C=O. The product is [Br:1][C:2]1[CH:3]=[C:4]([CH:19]=[C:20]([Cl:22])[CH:21]=1)[O:5][N:6]([CH2:30][CH3:31])[C:7]([NH:9][C:10]([C:13]1[CH:18]=[CH:17][CH:16]=[CH:15][CH:14]=1)([CH3:12])[CH3:11])=[O:8]. The yield is 0.920. (3) The reactants are [BH4-].[Na+].C[CH2:4][N:5]([CH:9]([CH3:11])[CH3:10])[CH:6](C)C.O.O.O.[Cl-].[CH3:16][C:17]1[SH+:18][CH:19]=[CH:20][CH:21]=[CH:22][CH:23]=[CH:24][CH:25]=1.[BH4-].[Na+].[C:28]([O:31]C(=O)C)(=O)[CH3:29].C[CH2:36][N:37]([CH:41](C)C)C(C)C.C(#[N:46])C. No catalyst specified. The product is [CH3:36][N:37]([CH3:41])[C:24]1[CH:23]=[CH:22][C:16]2[N:46]([C:28](=[O:31])[CH3:29])[C:20]3[C:19]([S:18][C:17]=2[CH:25]=1)=[CH:11][C:9]([N:5]([CH3:4])[CH3:6])=[CH:10][CH:21]=3. The yield is 0.520. (4) The reactants are [CH2:1]([C:3]1[NH:4][C:5]2[C:10]([CH:11]=1)=[C:9]([O:12][CH3:13])[CH:8]=[CH:7][CH:6]=2)[CH3:2].[H-].[Na+].[CH2:16](Br)[C:17]1[CH:22]=[CH:21][CH:20]=[CH:19][CH:18]=1. The catalyst is CN(C=O)C.O.C(OCC)(=O)C. The product is [CH2:1]([C:3]1[N:4]([CH2:16][C:17]2[CH:22]=[CH:21][CH:20]=[CH:19][CH:18]=2)[C:5]2[C:10]([CH:11]=1)=[C:9]([O:12][CH3:13])[CH:8]=[CH:7][CH:6]=2)[CH3:2]. The yield is 0.490. (5) The reactants are [CH:1]1([C:7]([O-:9])=[O:8])[CH2:6][CH2:5][CH2:4][CH2:3][CH2:2]1.[OH-].[Na+].Cl. The catalyst is CO. The product is [CH:1]1([C:7]([OH:9])=[O:8])[CH2:6][CH2:5][CH2:4][CH2:3][CH2:2]1. The yield is 0.644. (6) The reactants are [CH3:1][C:2]1([CH3:21])[C:6]([CH3:8])([CH3:7])[O:5][B:4]([C:9]2[CH:14]=[CH:13][C:12]([C:15]3([CH2:19][NH2:20])[CH2:18][CH2:17][CH2:16]3)=[CH:11][CH:10]=2)[O:3]1.[C:22](O[C:22]([O:24][C:25]([CH3:28])([CH3:27])[CH3:26])=[O:23])([O:24][C:25]([CH3:28])([CH3:27])[CH3:26])=[O:23]. No catalyst specified. The product is [CH3:8][C:6]1([CH3:7])[C:2]([CH3:21])([CH3:1])[O:3][B:4]([C:9]2[CH:10]=[CH:11][C:12]([C:15]3([CH2:19][NH:20][C:22](=[O:23])[O:24][C:25]([CH3:28])([CH3:27])[CH3:26])[CH2:16][CH2:17][CH2:18]3)=[CH:13][CH:14]=2)[O:5]1. The yield is 0.710.